Task: Regression/Classification. Given a drug SMILES string, predict its absorption, distribution, metabolism, or excretion properties. Task type varies by dataset: regression for continuous measurements (e.g., permeability, clearance, half-life) or binary classification for categorical outcomes (e.g., BBB penetration, CYP inhibition). Dataset: b3db_classification.. Dataset: Blood-brain barrier permeability classification from the B3DB database The compound is Oc1ccc2c(c1)[C@@]13CCCC[C@@]1(O)[C@@H](C2)N(CC1CC1)CC3. The result is 1 (penetrates BBB).